This data is from Forward reaction prediction with 1.9M reactions from USPTO patents (1976-2016). The task is: Predict the product of the given reaction. (1) The product is: [C:32]([O:31][C:29]([NH:28][CH2:27][CH2:26][NH:25][C:22]1[N:23]=[C:5]([C:7]2[CH:8]=[CH:9][C:10]([C:13]#[N:14])=[CH:11][CH:12]=2)[C:4]([C:15]2[NH:19][CH:18]=[CH:17][N:16]=2)=[CH:3][N:24]=1)=[O:30])([CH3:35])([CH3:34])[CH3:33]. Given the reactants CN(C)/[CH:3]=[C:4](\[C:15]1[NH:16][CH:17]=[CH:18][N:19]=1)/[C:5]([C:7]1[CH:12]=[CH:11][C:10]([C:13]#[N:14])=[CH:9][CH:8]=1)=O.Cl.[C:22]([NH:25][CH2:26][CH2:27][NH:28][C:29]([O:31][C:32]([CH3:35])([CH3:34])[CH3:33])=[O:30])(=[NH:24])[NH2:23].C([O-])([O-])=O.[Cs+].[Cs+], predict the reaction product. (2) The product is: [N+:1]([C:4]1[CH:5]=[CH:6][CH:7]=[C:8]2[C:13]=1[N:12]=[CH:11][C:10]([O:14][CH2:17][C:16]([F:24])([F:23])[F:15])=[CH:9]2)([O-:3])=[O:2]. Given the reactants [N+:1]([C:4]1[CH:5]=[CH:6][CH:7]=[C:8]2[C:13]=1[N:12]=[CH:11][C:10]([OH:14])=[CH:9]2)([O-:3])=[O:2].[F:15][C:16]([F:24])([F:23])[CH2:17]OS(C)(=O)=O, predict the reaction product. (3) The product is: [Cl:17][C:15]1[CH:14]=[CH:13][C:11]2[NH:12][C:8]([C@@H:7]([NH:18][C:19](=[O:34])[C:20]3[CH:25]=[CH:24][C:23]([C:26]([N:28]4[CH2:29][CH:30]=[CH:31][CH2:32]4)=[O:27])=[C:22]([CH3:33])[CH:21]=3)[C@@H:6]([OH:5])[CH3:35])=[N:9][C:10]=2[CH:16]=1. Given the reactants C([O:5][C@@H:6]([CH3:35])[C@H:7]([NH:18][C:19](=[O:34])[C:20]1[CH:25]=[CH:24][C:23]([C:26]([N:28]2[CH2:32][CH:31]=[CH:30][CH2:29]2)=[O:27])=[C:22]([CH3:33])[CH:21]=1)[C:8]1[NH:12][C:11]2[CH:13]=[CH:14][C:15]([Cl:17])=[CH:16][C:10]=2[N:9]=1)(C)(C)C.FC(F)(F)C(O)=O.ClCl, predict the reaction product. (4) Given the reactants [OH:1][C:2]1[N:3]=[N:4][C:5]([C:9]([OH:11])=O)=[C:6]([OH:8])[N:7]=1.[NH3:12], predict the reaction product. The product is: [O:1]=[C:2]1[NH:7][C:6](=[O:8])[C:5]([C:9]([NH2:12])=[O:11])=[N:4][NH:3]1. (5) Given the reactants [Cl:1][CH2:2][C:3]1[CH:4]=[C:5]([CH:9]=[CH:10][CH:11]=1)[C:6](Cl)=[O:7].[NH:12]1[CH2:16][CH2:15][CH2:14][CH2:13]1.C(N(CC)CC)C, predict the reaction product. The product is: [Cl:1][CH2:2][C:3]1[CH:4]=[C:5]([C:6]([N:12]2[CH2:16][CH2:15][CH2:14][CH2:13]2)=[O:7])[CH:9]=[CH:10][CH:11]=1.